This data is from Full USPTO retrosynthesis dataset with 1.9M reactions from patents (1976-2016). The task is: Predict the reactants needed to synthesize the given product. (1) Given the product [CH3:1][O:2][C:3](=[O:22])[C:4]([CH3:23])([N:6]1[CH2:7][CH2:8][N:9]([C:12]2[CH:17]=[CH:16][C:15]([C:18]([F:20])([F:21])[F:19])=[CH:14][N:13]=2)[CH2:10][CH2:11]1)[CH3:5], predict the reactants needed to synthesize it. The reactants are: [CH3:1][O:2][C:3](=[O:22])[CH:4]([N:6]1[CH2:11][CH2:10][N:9]([C:12]2[CH:17]=[CH:16][C:15]([C:18]([F:21])([F:20])[F:19])=[CH:14][N:13]=2)[CH2:8][CH2:7]1)[CH3:5].[CH:23](NC(C)C)(C)C.[Li].CI. (2) The reactants are: [CH2:1]([N:3]1[C:7]2[CH:8]=[C:9]([C:12]([F:15])([F:14])[F:13])[CH:10]=[CH:11][C:6]=2[N:5]=[C:4]1[C@H:16]([NH:18][S:19]([C:22]1[CH:23]=[N:24][C:25](SCC)=[N:26][CH:27]=1)(=[O:21])=[O:20])[CH3:17])[CH3:2].CC#N.O. Given the product [CH2:1]([N:3]1[C:7]2[CH:8]=[C:9]([C:12]([F:14])([F:15])[F:13])[CH:10]=[CH:11][C:6]=2[N:5]=[C:4]1[C@H:16]([NH:18][S:19]([C:22]1[CH:23]=[N:24][CH:25]=[N:26][CH:27]=1)(=[O:21])=[O:20])[CH3:17])[CH3:2], predict the reactants needed to synthesize it. (3) Given the product [Cl:24][C:23]1[CH:22]=[CH:21][C:20]([CH2:25][C@@H:26]([CH3:32])[C:27]([O:29][CH2:30][CH3:31])=[O:28])=[CH:19][C:18]=1[NH:17][C:15](=[O:16])[C@H:8]([CH:9]([C:11]([F:14])([F:13])[F:12])[CH3:10])[NH2:7], predict the reactants needed to synthesize it. The reactants are: C(OC([NH:7][C@H:8]([C:15]([NH:17][C:18]1[CH:19]=[C:20]([CH2:25][C@@H:26]([CH3:32])[C:27]([O:29][CH2:30][CH3:31])=[O:28])[CH:21]=[CH:22][C:23]=1[Cl:24])=[O:16])[CH:9]([C:11]([F:14])([F:13])[F:12])[CH3:10])=O)C=C.CC1(C)CC(=O)CC(=O)C1.